This data is from Catalyst prediction with 721,799 reactions and 888 catalyst types from USPTO. The task is: Predict which catalyst facilitates the given reaction. (1) Product: [CH3:1][N:3]1[C:7]2[CH:8]=[CH:9][C:10]([CH:12]=[C:26]([N+:23]([O-:25])=[O:24])[CH3:27])=[CH:11][C:6]=2[N:5]([CH3:14])[C:4]1=[O:16]. The catalyst class is: 51. Reactant: [CH2:1]([N:3]1[C:7]2[CH:8]=[CH:9][C:10]([CH:12]=O)=[CH:11][C:6]=2[N:5]([CH2:14]C)[C:4]1=[O:16])C.N[C@H](C(O)=O)C.[N+:23]([CH2:26][CH3:27])([O-:25])=[O:24]. (2) Reactant: [Br:1][C:2]1[CH:13]=[N:12][C:5]2[NH:6][CH2:7][C@H:8]([CH3:11])[NH:9][CH2:10][C:4]=2[CH:3]=1.C(N(CC)CC)C.[C:21](O[C:21]([O:23][C:24]([CH3:27])([CH3:26])[CH3:25])=[O:22])([O:23][C:24]([CH3:27])([CH3:26])[CH3:25])=[O:22]. Product: [Br:1][C:2]1[CH:13]=[N:12][C:5]2[NH:6][CH2:7][C@H:8]([CH3:11])[N:9]([C:21]([O:23][C:24]([CH3:27])([CH3:26])[CH3:25])=[O:22])[CH2:10][C:4]=2[CH:3]=1. The catalyst class is: 23.